The task is: Predict which catalyst facilitates the given reaction.. This data is from Catalyst prediction with 721,799 reactions and 888 catalyst types from USPTO. (1) Reactant: [NH:1]1[CH2:6][CH2:5][O:4][CH2:3][CH2:2]1.C(=O)([O-])[O-].[Na+].[Na+].Cl[C:14]1[N:19]=[C:18]([O:20][C:21]2[CH:50]=[CH:49][CH:48]=[CH:47][C:22]=2[CH2:23][NH:24][C:25](=[O:46])[NH:26][C:27]2[N:31]([C:32]3[CH:33]=[C:34]([CH:39]=[CH:40][CH:41]=3)[C:35]([O:37][CH3:38])=[O:36])[N:30]=[C:29]([C:42]([CH3:45])([CH3:44])[CH3:43])[CH:28]=2)[CH:17]=[CH:16][N:15]=1. Product: [O:4]1[CH2:5][CH2:6][N:1]([C:14]2[N:19]=[C:18]([O:20][C:21]3[CH:50]=[CH:49][CH:48]=[CH:47][C:22]=3[CH2:23][NH:24][C:25](=[O:46])[NH:26][C:27]3[N:31]([C:32]4[CH:33]=[C:34]([CH:39]=[CH:40][CH:41]=4)[C:35]([O:37][CH3:38])=[O:36])[N:30]=[C:29]([C:42]([CH3:43])([CH3:44])[CH3:45])[CH:28]=3)[CH:17]=[CH:16][N:15]=2)[CH2:2][CH2:3]1. The catalyst class is: 8. (2) Reactant: [Cl:1][C:2]1[CH:3]=[C:4]([CH:8]=[CH:9][C:10]=1[O:11][C:12]1[CH:17]=[CH:16][CH:15]=[C:14]([C:18]2[CH:23]=[CH:22][N:21]=[CH:20][N:19]=2)[C:13]=1[C:24]#[N:25])[C:5]([OH:7])=O.Cl.CN(C)CCCN=C=NCC.N1(O)C2C=CC=CC=2N=N1.C(N(CC)CC)C.[CH3:55][C:56]1([CH3:65])[CH2:61][CH:60]([NH2:62])[CH2:59][C:58]([CH3:64])([CH3:63])[NH:57]1. Product: [Cl:1][C:2]1[CH:3]=[C:4]([CH:8]=[CH:9][C:10]=1[O:11][C:12]1[CH:17]=[CH:16][CH:15]=[C:14]([C:18]2[CH:23]=[CH:22][N:21]=[CH:20][N:19]=2)[C:13]=1[C:24]#[N:25])[C:5]([NH:62][CH:60]1[CH2:61][C:56]([CH3:65])([CH3:55])[NH:57][C:58]([CH3:64])([CH3:63])[CH2:59]1)=[O:7]. The catalyst class is: 46. (3) Reactant: [NH2:1][CH2:2][CH2:3][CH2:4][N:5]([CH3:23])[CH2:6][C:7]([NH:9][C:10]1[CH:15]=[CH:14][C:13]([O:16][C:17]2[CH:22]=[CH:21][CH:20]=[CH:19][CH:18]=2)=[CH:12][CH:11]=1)=[O:8].[CH:24]([C:26]1[CH:35]=[CH:34][C:29]([C:30]([O:32][CH3:33])=[O:31])=[CH:28][CH:27]=1)=O.C(N(C(C)C)CC)(C)C.[BH4-].[Na+]. Product: [CH3:23][N:5]([CH2:6][C:7](=[O:8])[NH:9][C:10]1[CH:15]=[CH:14][C:13]([O:16][C:17]2[CH:22]=[CH:21][CH:20]=[CH:19][CH:18]=2)=[CH:12][CH:11]=1)[CH2:4][CH2:3][CH2:2][NH:1][CH2:24][C:26]1[CH:35]=[CH:34][C:29]([C:30]([O:32][CH3:33])=[O:31])=[CH:28][CH:27]=1. The catalyst class is: 125. (4) Reactant: [CH3:1][O:2][C:3]1[CH:4]=[C:5]([C:9]2[C:10]3[O:17][C:16]([CH:18]=O)=[CH:15][C:11]=3[CH:12]=[N:13][CH:14]=2)[CH:6]=[CH:7][CH:8]=1.[NH:20]1[CH2:26][C:24](=[O:25])[NH:23][C:21]1=S.C([O-])(=[O:29])C.[Na+]. Product: [CH3:1][O:2][C:3]1[CH:4]=[C:5]([C:9]2[C:10]3[O:17][C:16](/[CH:18]=[C:26]4/[C:24](=[O:25])[NH:23][C:21](=[O:29])[NH:20]/4)=[CH:15][C:11]=3[CH:12]=[N:13][CH:14]=2)[CH:6]=[CH:7][CH:8]=1. The catalyst class is: 15.